From a dataset of Experimentally validated miRNA-target interactions with 360,000+ pairs, plus equal number of negative samples. Binary Classification. Given a miRNA mature sequence and a target amino acid sequence, predict their likelihood of interaction. (1) The miRNA is hsa-miR-4781-3p with sequence AAUGUUGGAAUCCUCGCUAGAG. The protein sequence of the target gene is MPRPELPLPEGWEEARDFDGKVYYIDHRNRTTSWIDPRDRYTKPLTFADCISDELPLGWEEAYDPQVGDYFIDHNTKTTQIEDPRVQWRREQEHMLKDYLVVAQEALSAQKEIYQVKQQRLELAQQEYQQLHAVWEHKLGSQVSLVSGSSSSSKYDPEILKAEIATAKSRVNKLKREMVHLQHELQFKERGFQTLKKIDERMSDAQGGYKLDEAQAVLRETKAIKKAITCGEKEKQDLIKSLAMLKDGFRTDRGSHSDLWSSSSSLESSSFPMPKQFLDVSSQTDISGSFSTSSNNQLAE.... Result: 0 (no interaction). (2) The miRNA is hsa-miR-561-3p with sequence CAAAGUUUAAGAUCCUUGAAGU. The protein sequence of the target gene is MAAVYSGISLKLKSKTTSWEDKLKLAHFAWISHQCFLPNKEQVLLDWARQSLVAFYKKKLELKEDIVERLWIYIDNILHSRKLQNLLKNGKTINLQISLVKIINERVAEFSLSGSQRNICAVLRCCQGILSTPALAVIYTAKQELMVALLSQLCWSACRQPEGAVVAQLFEVIHLALGHYLLILQQQVNPRRAFGDVTAHLLQPCLVLRHLLSGGTWTQAGQGQLRQVLSRDIRSQIEAMFRGGIFQPELLSSYKEGLLDQQQGDVKTGAMKNLLAPMDTVLNRLVDAGYCAASLHTSVV.... Result: 0 (no interaction). (3) The miRNA is hsa-miR-4490 with sequence UCUGGUAAGAGAUUUGGGCAUA. The protein sequence of the target gene is MAGARRLELGEALALGSGWRHACHALLYAPDPGMLFGRIPLRYAILMQMRFDGRLGFPGGFVDTQDRSLEDGLNRELREELGEAAAAFRVERTDYRSSHVGSGPRVVAHFYAKRLTLEELLAVEAGATRAKDHGLEVLGLVRVPLYTLRDGVGGLPTFLENSFIGSAREQLLEALQDLGLLQSGSISGLKIPAHH. Result: 1 (interaction). (4) The miRNA is mmu-miR-3110-5p with sequence UUCUGCCUCCCCUGAAGGCUC. The protein sequence of the target gene is MARHVFLTGPPGVGKTTLIHKASEVLKSSGVPVDGFYTEEVRQGGRRIGFDVVTLSGTRGPLSRVGLEPPPGKRECRVGQYVVDLTSFEQLALPVLRNADCSSGPGQRVCVIDEIGKMELFSQLFIQAVRQTLSTPGTIILGTIPVPKGKPLALVEEIRNRKDVKVFNVTKENRNHLLPDIVTCVQSSRK. Result: 0 (no interaction).